From a dataset of Reaction yield outcomes from USPTO patents with 853,638 reactions. Predict the reaction yield, written as a fraction of the theoretical maximum amount of product (1.0 means a 100% yield; for example, 0.34 means a 34% yield). (1) The reactants are [F:8][C:7]([F:10])([F:9])[C:6](O[C:6](=[O:11])[C:7]([F:10])([F:9])[F:8])=[O:11].Cl.[CH3:15][N:16]1[CH:20]=[C:19]([C:21]2[CH:22]=[C:23]([C:27]3[N:32]=[CH:31][C:30]([C:33]4[CH:34]=[N:35][N:36]([CH:38]5[CH2:43][CH2:42][NH:41][CH2:40][CH2:39]5)[CH:37]=4)=[CH:29][N:28]=3)[CH:24]=[CH:25][CH:26]=2)[CH:18]=[N:17]1. The catalyst is C(Cl)Cl. The product is [F:10][C:7]([F:8])([F:9])[C:6]([N:41]1[CH2:40][CH2:39][CH:38]([N:36]2[CH:37]=[C:33]([C:30]3[CH:31]=[N:32][C:27]([C:23]4[CH:24]=[CH:25][CH:26]=[C:21]([C:19]5[CH:18]=[N:17][N:16]([CH3:15])[CH:20]=5)[CH:22]=4)=[N:28][CH:29]=3)[CH:34]=[N:35]2)[CH2:43][CH2:42]1)=[O:11]. The yield is 0.410. (2) The reactants are [NH2:1][CH2:2][CH:3]([OH:11])[CH2:4][C:5]1[CH:10]=[CH:9][CH:8]=[CH:7][CH:6]=1.[CH3:12][C:13]([O:16][C:17](O[C:17]([O:16][C:13]([CH3:15])([CH3:14])[CH3:12])=[O:18])=[O:18])([CH3:15])[CH3:14]. The catalyst is C1COCC1. The product is [OH:11][CH:3]([CH2:4][C:5]1[CH:6]=[CH:7][CH:8]=[CH:9][CH:10]=1)[CH2:2][NH:1][C:17](=[O:18])[O:16][C:13]([CH3:15])([CH3:14])[CH3:12]. The yield is 0.910. (3) The reactants are [NH2:1][CH2:2][CH2:3][C:4]1([NH2:13])[C:12]2[C:7](=[CH:8][CH:9]=[CH:10][CH:11]=2)[CH2:6][CH2:5]1.[C:14](=S)=[S:15].N(CCO)(CCO)CCO. The catalyst is O. The product is [NH:1]1[CH2:2][CH2:3][C:4]2([C:12]3[C:7](=[CH:8][CH:9]=[CH:10][CH:11]=3)[CH2:6][CH2:5]2)[NH:13][C:14]1=[S:15]. The yield is 0.520. (4) The reactants are [F:1][C:2]1[CH:7]=[CH:6][CH:5]=[CH:4][C:3]=1[CH2:8][C:9]([OH:11])=[O:10].[C:12]1([C@@H:18](O)[CH3:19])[CH:17]=[CH:16][CH:15]=[CH:14][CH:13]=1.CCN=C=NCCCN(C)C. The catalyst is CN(C1C=CN=CC=1)C.C(Cl)Cl. The product is [F:1][C:2]1[CH:7]=[CH:6][CH:5]=[CH:4][C:3]=1[CH2:8][C:9]([O:11][C@H:18]([C:12]1[CH:17]=[CH:16][CH:15]=[CH:14][CH:13]=1)[CH3:19])=[O:10]. The yield is 0.920. (5) The reactants are [NH2:1][C:2]1[N:3]([CH3:24])[C:4](=[O:23])[C:5]2([N:22]=1)[CH:18]1[CH:13]([CH2:14][C:15]([F:20])([F:19])[CH2:16][CH2:17]1)[O:12][C:11]1[C:6]2=[CH:7][C:8](Br)=[CH:9][CH:10]=1.[Cl:25][C:26]1[CH:27]=[C:28](B(O)O)[CH:29]=[N:30][CH:31]=1.C([O-])([O-])=O.[Na+].[Na+].O1CCOCC1. The catalyst is C1C=CC([P]([Pd]([P](C2C=CC=CC=2)(C2C=CC=CC=2)C2C=CC=CC=2)([P](C2C=CC=CC=2)(C2C=CC=CC=2)C2C=CC=CC=2)[P](C2C=CC=CC=2)(C2C=CC=CC=2)C2C=CC=CC=2)(C2C=CC=CC=2)C2C=CC=CC=2)=CC=1. The product is [NH2:1][C:2]1[N:3]([CH3:24])[C:4](=[O:23])[C:5]2([N:22]=1)[CH:18]1[CH:13]([CH2:14][C:15]([F:20])([F:19])[CH2:16][CH2:17]1)[O:12][C:11]1[C:6]2=[CH:7][C:8]([C:28]2[CH:29]=[N:30][CH:31]=[C:26]([Cl:25])[CH:27]=2)=[CH:9][CH:10]=1. The yield is 0.419. (6) The reactants are [CH2:1]([N:3]([CH2:18][CH3:19])[CH2:4][CH2:5][NH:6][C:7]([C:9]1[C:13]([CH3:14])=[C:12]([CH:15]=O)[NH:11][C:10]=1[CH3:17])=[O:8])[CH3:2].[F:20][C:21]1[CH:22]=[C:23]2[C:27](=[CH:28][CH:29]=1)[NH:26][C:25](=[O:30])[CH2:24]2.N1CCCC1. The catalyst is C(O)C. The product is [CH2:1]([N:3]([CH2:18][CH3:19])[CH2:4][CH2:5][NH:6][C:7]([C:9]1[C:13]([CH3:14])=[C:12](/[CH:15]=[C:24]2\[C:25](=[O:30])[NH:26][C:27]3[C:23]\2=[CH:22][C:21]([F:20])=[CH:29][CH:28]=3)[NH:11][C:10]=1[CH3:17])=[O:8])[CH3:2]. The yield is 0.880. (7) The catalyst is C1COCC1. The reactants are [CH2:1]([O:8][C:9]([N:11]1[CH2:15][C:14](=[O:16])[CH2:13][N:12]1[C:17](=[O:26])[CH2:18][C:19]1[CH:24]=[CH:23][C:22]([F:25])=[CH:21][CH:20]=1)=[O:10])[C:2]1[CH:7]=[CH:6][CH:5]=[CH:4][CH:3]=1.CCOCC. The product is [CH2:1]([O:8][C:9]([N:11]1[CH2:15][CH:14]([OH:16])[CH2:13][N:12]1[C:17](=[O:26])[CH2:18][C:19]1[CH:24]=[CH:23][C:22]([F:25])=[CH:21][CH:20]=1)=[O:10])[C:2]1[CH:7]=[CH:6][CH:5]=[CH:4][CH:3]=1. The yield is 0.730. (8) The reactants are [Cl:1][C:2]1[CH:3]=[C:4]([C:8]([OH:10])=O)[NH:5][C:6]=1[CH3:7].[NH2:11][C@@H:12]1[CH2:17][CH2:16][N:15]([C:18]([O:20][CH2:21][CH3:22])=[O:19])[CH2:14][C@@H:13]1[O:23][CH2:24][CH3:25].C1C=CC2N(O)N=NC=2C=1.CN1CCOCC1.CCN=C=NCCCN(C)C.Cl. The yield is 0.800. The catalyst is ClCCl. The product is [Cl:1][C:2]1[CH:3]=[C:4]([C:8]([NH:11][C@@H:12]2[CH2:17][CH2:16][N:15]([C:18]([O:20][CH2:21][CH3:22])=[O:19])[CH2:14][C@@H:13]2[O:23][CH2:24][CH3:25])=[O:10])[NH:5][C:6]=1[CH3:7]. (9) The product is [CH2:30]([N:12]1[C:13]2[CH2:1][N:2]([C:14]3[N:15]=[CH:16][C:17]([C:20]([O:22][CH3:23])=[O:21])=[CH:18][N:19]=3)[CH2:3][CH2:4][C:5]=2[C:6]2[C:11]1=[CH:10][CH:9]=[CH:8][CH:7]=2)[C:31]1[CH:36]=[CH:35][CH:34]=[CH:33][CH:32]=1. The catalyst is CN(C=O)C.CCOC(C)=O. The yield is 0.770. The reactants are [CH2:1]1[C:13]2[NH:12][C:11]3[C:6](=[CH:7][CH:8]=[CH:9][CH:10]=3)[C:5]=2[CH2:4][CH2:3][N:2]1[C:14]1[N:19]=[CH:18][C:17]([C:20]([O:22][CH3:23])=[O:21])=[CH:16][N:15]=1.CC(C)([O-])C.[K+].[CH2:30](Br)[C:31]1[CH:36]=[CH:35][CH:34]=[CH:33][CH:32]=1. (10) The reactants are [NH2:1][C@H:2]1[C:10]2[C:5](=[C:6]([C:11]3[N:15]=[C:14]([C:16]4[CH:17]=[CH:18][C:19]([O:24][CH:25]([CH3:27])[CH3:26])=[C:20]([CH:23]=4)[C:21]#[N:22])[O:13][N:12]=3)[CH:7]=[CH:8][CH:9]=2)[CH2:4][CH2:3]1.C([O-])([O-])=O.[K+].[K+].Br[CH2:35][CH2:36][C:37]([O:39][CH3:40])=[O:38]. No catalyst specified. The product is [C:21]([C:20]1[CH:23]=[C:16]([C:14]2[O:13][N:12]=[C:11]([C:6]3[CH:7]=[CH:8][CH:9]=[C:10]4[C:5]=3[CH2:4][CH2:3][C@H:2]4[NH:1][CH2:35][CH2:36][C:37]([O:39][CH3:40])=[O:38])[N:15]=2)[CH:17]=[CH:18][C:19]=1[O:24][CH:25]([CH3:27])[CH3:26])#[N:22]. The yield is 0.630.